Predict the reactants needed to synthesize the given product. From a dataset of Full USPTO retrosynthesis dataset with 1.9M reactions from patents (1976-2016). Given the product [Cl:17][C:18]1[N:19]=[N:20][C:21]([CH2:24][N:13]2[CH:12]=[C:11]3[N:16]=[C:8]([C:3]4[CH:4]=[CH:5][CH:6]=[CH:7][C:2]=4[F:1])[N:9]=[C:10]3[CH:15]=[N:14]2)=[CH:22][CH:23]=1, predict the reactants needed to synthesize it. The reactants are: [F:1][C:2]1[CH:7]=[CH:6][CH:5]=[CH:4][C:3]=1[C:8]1[N:16]=[C:11]2[CH:12]=[N:13][NH:14][CH:15]=[C:10]2[N:9]=1.[Cl:17][C:18]1[N:19]=[N:20][C:21]([CH2:24]Cl)=[CH:22][CH:23]=1.